Dataset: NCI-60 drug combinations with 297,098 pairs across 59 cell lines. Task: Regression. Given two drug SMILES strings and cell line genomic features, predict the synergy score measuring deviation from expected non-interaction effect. (1) Drug 1: CC1=C(C=C(C=C1)C(=O)NC2=CC(=CC(=C2)C(F)(F)F)N3C=C(N=C3)C)NC4=NC=CC(=N4)C5=CN=CC=C5. Cell line: SF-295. Synergy scores: CSS=-0.923, Synergy_ZIP=0.510, Synergy_Bliss=-1.54, Synergy_Loewe=-0.118, Synergy_HSA=-2.52. Drug 2: CS(=O)(=O)CCNCC1=CC=C(O1)C2=CC3=C(C=C2)N=CN=C3NC4=CC(=C(C=C4)OCC5=CC(=CC=C5)F)Cl. (2) Drug 1: C1CCC(CC1)NC(=O)N(CCCl)N=O. Drug 2: C1CN(P(=O)(OC1)NCCCl)CCCl. Cell line: SK-MEL-2. Synergy scores: CSS=18.7, Synergy_ZIP=-5.49, Synergy_Bliss=-0.565, Synergy_Loewe=-2.53, Synergy_HSA=-2.26. (3) Drug 1: CCC1=CC2CC(C3=C(CN(C2)C1)C4=CC=CC=C4N3)(C5=C(C=C6C(=C5)C78CCN9C7C(C=CC9)(C(C(C8N6C)(C(=O)OC)O)OC(=O)C)CC)OC)C(=O)OC.C(C(C(=O)O)O)(C(=O)O)O. Drug 2: C1=CC=C(C(=C1)C(C2=CC=C(C=C2)Cl)C(Cl)Cl)Cl. Cell line: LOX IMVI. Synergy scores: CSS=47.4, Synergy_ZIP=1.79, Synergy_Bliss=2.69, Synergy_Loewe=-49.8, Synergy_HSA=4.15. (4) Drug 1: CN1CCC(CC1)COC2=C(C=C3C(=C2)N=CN=C3NC4=C(C=C(C=C4)Br)F)OC. Drug 2: C1=NC2=C(N1)C(=S)N=CN2. Cell line: TK-10. Synergy scores: CSS=21.2, Synergy_ZIP=-17.4, Synergy_Bliss=-23.0, Synergy_Loewe=-32.1, Synergy_HSA=-21.1. (5) Cell line: SW-620. Drug 1: CC1C(C(CC(O1)OC2CC(OC(C2O)C)OC3=CC4=CC5=C(C(=O)C(C(C5)C(C(=O)C(C(C)O)O)OC)OC6CC(C(C(O6)C)O)OC7CC(C(C(O7)C)O)OC8CC(C(C(O8)C)O)(C)O)C(=C4C(=C3C)O)O)O)O. Synergy scores: CSS=13.4, Synergy_ZIP=-1.42, Synergy_Bliss=0.168, Synergy_Loewe=-41.8, Synergy_HSA=-0.139. Drug 2: CN(C(=O)NC(C=O)C(C(C(CO)O)O)O)N=O.